This data is from Full USPTO retrosynthesis dataset with 1.9M reactions from patents (1976-2016). The task is: Predict the reactants needed to synthesize the given product. (1) The reactants are: N1[C:5]2C=CC=[CH:9][C:4]=2N=N1.[NH:10]1[CH2:15][CH2:14][O:13][CH2:12][CH2:11]1.FC(F)(F)[C:18]1[CH:19]=[C:20]([CH:42]=[C:43]([C:45]([F:48])([F:47])[F:46])[CH:44]=1)[CH2:21][N:22]([CH2:29][C:30]1[CH:37]=[C:36]([C:38]([F:41])([F:40])[F:39])[CH:35]=[CH:34][C:31]=1C=O)[C:23]1[N:24]=[N:25][N:26]([CH3:28])[N:27]=1. Given the product [F:48][C:45]([F:47])([F:46])[C:43]1[CH:42]=[C:20]([CH:19]=[C:18]([C:38]([F:41])([F:40])[F:39])[CH:44]=1)[CH2:21][N:22]([CH2:29][C:30]1[CH:37]=[C:36]([C:38]([F:40])([F:39])[F:41])[CH:35]=[CH:34][C:31]=1[CH:5]([N:10]1[CH2:15][CH2:14][O:13][CH2:12][CH2:11]1)[CH2:4][CH3:9])[C:23]1[N:24]=[N:25][N:26]([CH3:28])[N:27]=1, predict the reactants needed to synthesize it. (2) Given the product [F:31][C:25]1[CH:26]=[C:27]([F:30])[CH:28]=[CH:29][C:24]=1[C:19]1[CH:20]=[CH:21][C:5]2[O:4][C:2](=[O:3])[N:14]([C:9]3[CH:10]=[CH:11][C:12]([F:13])=[C:7]([F:6])[CH:8]=3)[C:15](=[O:16])[C:17]=2[CH:18]=1, predict the reactants needed to synthesize it. The reactants are: Cl[C:2]([O:4][CH3:5])=[O:3].[F:6][C:7]1[CH:8]=[C:9]([NH:14][C:15]([C:17]2[CH:18]=[C:19]([C:24]3[CH:29]=[CH:28][C:27]([F:30])=[CH:26][C:25]=3[F:31])[CH:20]=[CH:21]C=2O)=[O:16])[CH:10]=[CH:11][C:12]=1[F:13].Cl. (3) Given the product [NH2:38][CH2:39][C:2]1[CH:7]=[CH:6][C:5]([C:8]2[C:9]([NH2:37])=[N:10][CH:11]=[N:12][C:13]=2[N:14]2[CH2:19][CH2:18][CH:17]([C:20]3[N:21]([CH3:36])[CH:22]=[C:23]([C:25]4[CH:30]=[CH:29][C:28]([F:31])=[C:27]([C:32]([F:34])([F:33])[F:35])[CH:26]=4)[N:24]=3)[CH2:16][CH2:15]2)=[CH:4][CH:3]=1, predict the reactants needed to synthesize it. The reactants are: F[C:2]1[CH:7]=[CH:6][C:5]([C:8]2[C:9]([NH2:37])=[N:10][CH:11]=[N:12][C:13]=2[N:14]2[CH2:19][CH2:18][CH:17]([C:20]3[N:21]([CH3:36])[CH:22]=[C:23]([C:25]4[CH:30]=[CH:29][C:28]([F:31])=[C:27]([C:32]([F:35])([F:34])[F:33])[CH:26]=4)[N:24]=3)[CH2:16][CH2:15]2)=[CH:4][CH:3]=1.[NH2:38][CH2:39]C1C=CC(B(O)O)=CC=1. (4) The reactants are: [F:1][C:2]1[C:7]([F:8])=[C:6]([O:9][CH2:10][CH3:11])[CH:5]=[CH:4][C:3]=1[CH:12]1[CH2:17][CH2:16][C:15](=[CH:18][CH2:19][CH:20]2[O:25][CH2:24][CH2:23][CH2:22][O:21]2)[CH2:14][CH2:13]1. Given the product [F:1][C:2]1[C:7]([F:8])=[C:6]([O:9][CH2:10][CH3:11])[CH:5]=[CH:4][C:3]=1[C@H:12]1[CH2:13][CH2:14][C@H:15]([CH2:18][CH2:19][CH:20]2[O:21][CH2:22][CH2:23][CH2:24][O:25]2)[CH2:16][CH2:17]1, predict the reactants needed to synthesize it. (5) Given the product [CH3:1][O:2][C:3]1[CH:4]=[CH:5][C:6]2[N:7]([N:9]=[C:10]([C:23]3[CH:24]=[N:25][CH:26]=[CH:27][CH:28]=3)[C:11]=2[CH2:12][C:13]2[N:18]=[C:17]([C:19]([OH:21])=[O:20])[CH:16]=[CH:15][CH:14]=2)[CH:8]=1, predict the reactants needed to synthesize it. The reactants are: [CH3:1][O:2][C:3]1[CH:4]=[CH:5][C:6]2[N:7]([N:9]=[C:10]([C:23]3[CH:24]=[N:25][CH:26]=[CH:27][CH:28]=3)[C:11]=2[CH2:12][C:13]2[N:18]=[C:17]([C:19]([O:21]C)=[O:20])[CH:16]=[CH:15][CH:14]=2)[CH:8]=1.[OH-].[Na+].Cl. (6) Given the product [OH:35][C:32]1[CH:33]=[CH:34][C:29]([CH2:28][N:13]([C:14]2[CH:19]=[CH:18][C:17]([O:20][CH2:21][CH2:22][N:23]3[CH2:24][CH2:25][CH2:26][CH2:27]3)=[CH:16][CH:15]=2)[S:10]([C:3]2[C:2]([CH3:1])=[CH:7][C:6]([CH3:8])=[CH:5][C:4]=2[CH3:9])(=[O:12])=[O:11])=[CH:30][C:31]=1[CH3:42], predict the reactants needed to synthesize it. The reactants are: [CH3:1][C:2]1[CH:7]=[C:6]([CH3:8])[CH:5]=[C:4]([CH3:9])[C:3]=1[S:10]([N:13]([CH2:28][C:29]1[CH:34]=[CH:33][C:32]([O:35]C2CCCCO2)=[C:31]([CH3:42])[CH:30]=1)[C:14]1[CH:19]=[CH:18][C:17]([O:20][CH2:21][CH2:22][N:23]2[CH2:27][CH2:26][CH2:25][CH2:24]2)=[CH:16][CH:15]=1)(=[O:12])=[O:11].Cl. (7) Given the product [C:28]([O:27][CH:22]([C:10]1[S:11][C:12]2[C:13](=[C:14]3[C:19](=[CH:20][CH:21]=2)[N:18]=[CH:17][CH:16]=[CH:15]3)[C:9]=1[C:40]1[CH:49]=[CH:48][C:47]2[O:46][CH2:45][CH2:44][CH2:43][C:42]=2[CH:41]=1)[C:23]([O:25][CH3:26])=[O:24])([CH3:31])([CH3:30])[CH3:29], predict the reactants needed to synthesize it. The reactants are: C(=O)([O-])[O-].[Na+].[Na+].O.Br[C:9]1[C:13]2=[C:14]3[C:19](=[CH:20][CH:21]=[C:12]2[S:11][C:10]=1[CH:22]([O:27][C:28]([CH3:31])([CH3:30])[CH3:29])[C:23]([O:25][CH3:26])=[O:24])[N:18]=[CH:17][CH:16]=[CH:15]3.CC1(C)C(C)(C)OB([C:40]2[CH:41]=[C:42]3[C:47](=[CH:48][CH:49]=2)[O:46][CH2:45][CH2:44][CH2:43]3)O1. (8) The reactants are: [C:1]([O:5][C:6](=[O:22])[NH:7][C@@H:8]([C:12](=[NH:21])[NH:13][CH2:14][C:15]1[CH:20]=[CH:19][CH:18]=[CH:17][CH:16]=1)[CH:9]([CH3:11])[CH3:10])([CH3:4])([CH3:3])[CH3:2].[CH:23](=[C:25]([C:30](OC)=[O:31])[C:26]([O:28][CH3:29])=[O:27])[CH3:24]. Given the product [CH3:29][O:28][C:26]([CH:25]1[C:30](=[O:31])[N:13]([CH2:14][C:15]2[CH:16]=[CH:17][CH:18]=[CH:19][CH:20]=2)[C:12]([CH:8]([NH:7][C:6]([O:5][C:1]([CH3:3])([CH3:4])[CH3:2])=[O:22])[CH:9]([CH3:11])[CH3:10])=[N:21][CH:23]1[CH3:24])=[O:27], predict the reactants needed to synthesize it. (9) Given the product [CH3:1][O:2][C:3]([C:5]1[C:10]([NH:11][CH2:19][C:18]2[CH:17]=[N:16][CH:21]=[CH:12][CH:13]=2)=[CH:9][CH:8]=[CH:7][N:6]=1)=[O:4], predict the reactants needed to synthesize it. The reactants are: [CH3:1][O:2][C:3]([C:5]1[C:10]([NH2:11])=[CH:9][CH:8]=[CH:7][N:6]=1)=[O:4].[C:12](O)(=O)[CH3:13].[N:16]1[CH:21]=C[C:19](C=O)=[CH:18][CH:17]=1.C([BH3-])#N.[Na+]. (10) Given the product [CH2-:2][C:3]([CH3:7])=[O:4].[OH:1][CH2:2][C@@H:3]1[C@H:7]([OH:8])[C@H:6]([OH:9])[C@H:5]([N:10]2[CH:18]=[N:17][C:16]3[C:11]2=[N:12][CH:13]=[N:14][C:15]=3[NH:19][CH:20]2[CH2:24][CH2:23][O:22][CH2:21]2)[O:4]1, predict the reactants needed to synthesize it. The reactants are: [OH:1][CH2:2][C@@H:3]1[C@H:7]([OH:8])[C@H:6]([OH:9])[C@H:5]([N:10]2[CH:18]=[N:17][C:16]3[C:11]2=[N:12][CH:13]=[N:14][C:15]=3[NH:19][CH:20]2[CH2:24][CH2:23][O:22][CH2:21]2)[O:4]1.COC(OC)(C)C.C1(C)C=CC(S(O)(=O)=O)=CC=1.